From a dataset of Serine/threonine kinase 33 screen with 319,792 compounds. Binary Classification. Given a drug SMILES string, predict its activity (active/inactive) in a high-throughput screening assay against a specified biological target. (1) The drug is S(c1n(c(nn1)c1nccnc1)C)CC(=O)Nc1cc(OC)c(OC)cc1. The result is 0 (inactive). (2) The result is 0 (inactive). The compound is O(c1cc2c(cc(nc2)c2cccnc2)cc1)C. (3) The molecule is S(=O)(=O)(Nc1cc(c2nc3n(c2)cccc3)ccc1)C. The result is 0 (inactive). (4) The drug is Clc1ccc(c2nc(sc2)N2CCN(CC2)C(=O)C(C)C)cc1. The result is 0 (inactive). (5) The compound is S(=O)(=O)(NCc1ccccc1)c1cc(C(=O)N2CCN(CC2)c2ccc(F)cc2)ccc1. The result is 0 (inactive). (6) The drug is s1nnc(c1S(=O)c1ccc(cc1)C)C. The result is 0 (inactive). (7) The result is 0 (inactive). The molecule is s1c(c(n(c2ccc(OC)cc2)c1=S)N)C(=O)NCc1occc1.